This data is from Peptide-MHC class I binding affinity with 185,985 pairs from IEDB/IMGT. The task is: Regression. Given a peptide amino acid sequence and an MHC pseudo amino acid sequence, predict their binding affinity value. This is MHC class I binding data. (1) The peptide sequence is SYIRYFTVF. The MHC is HLA-C14:02 with pseudo-sequence HLA-C14:02. The binding affinity (normalized) is 1.00. (2) The peptide sequence is NAPIKEFKAK. The MHC is HLA-A31:01 with pseudo-sequence HLA-A31:01. The binding affinity (normalized) is 0.160. (3) The binding affinity (normalized) is 0.0847. The MHC is HLA-A31:01 with pseudo-sequence HLA-A31:01. The peptide sequence is IVDCLTEMYY. (4) The peptide sequence is KDGQLEEAPPT. The MHC is Mamu-A11 with pseudo-sequence Mamu-A11. The binding affinity (normalized) is 0. (5) The peptide sequence is FTAKINEMV. The MHC is HLA-A02:02 with pseudo-sequence HLA-A02:02. The binding affinity (normalized) is 0.921. (6) The peptide sequence is YLHDPLTPY. The MHC is HLA-A26:01 with pseudo-sequence HLA-A26:01. The binding affinity (normalized) is 0.631. (7) The peptide sequence is AVIIMAINV. The MHC is HLA-A68:02 with pseudo-sequence HLA-A68:02. The binding affinity (normalized) is 0.342. (8) The peptide sequence is PQVLGGLSF. The MHC is HLA-B57:01 with pseudo-sequence HLA-B57:01. The binding affinity (normalized) is 0.0847.